From a dataset of Catalyst prediction with 721,799 reactions and 888 catalyst types from USPTO. Predict which catalyst facilitates the given reaction. (1) Reactant: C(OC(=O)[NH:7][CH2:8][C@H:9]1[CH2:14][CH2:13][C@@H:12]([CH2:15][NH:16][C:17]2[N:22]=[C:21]([C:23]3[S:27][C:26]4[CH:28]=[CH:29][CH:30]=[CH:31][C:25]=4[CH:24]=3)[CH:20]=[CH:19][N:18]=2)[CH2:11][CH2:10]1)(C)(C)C.Cl. Product: [NH2:7][CH2:8][C@@H:9]1[CH2:14][CH2:13][C@H:12]([CH2:15][NH:16][C:17]2[N:22]=[C:21]([C:23]3[S:27][C:26]4[CH:28]=[CH:29][CH:30]=[CH:31][C:25]=4[CH:24]=3)[CH:20]=[CH:19][N:18]=2)[CH2:11][CH2:10]1. The catalyst class is: 138. (2) Reactant: [CH2:1]([C:3]1[N:13]([CH2:14][C:15]2[CH:29]=[CH:28][C:18]3[NH:19][C:20]4[CH:27]=[CH:26][CH:25]=[CH:24][C:21]=4[CH2:22][CH2:23][C:17]=3[CH:16]=2)[C:6]2=[N:7][C:8]([CH3:12])=[CH:9][C:10]([CH3:11])=[C:5]2[N:4]=1)[CH3:2].[C-:30]#[N:31].[K+].[CH2:33]=O.[OH-].[Na+]. Product: [C:30]([CH2:33][N:19]1[C:20]2[CH:27]=[CH:26][CH:25]=[CH:24][C:21]=2[CH2:22][CH2:23][C:17]2[CH:16]=[C:15]([CH2:14][N:13]3[C:6]4=[N:7][C:8]([CH3:12])=[CH:9][C:10]([CH3:11])=[C:5]4[N:4]=[C:3]3[CH2:1][CH3:2])[CH:29]=[CH:28][C:18]1=2)#[N:31]. The catalyst class is: 676.